From a dataset of Full USPTO retrosynthesis dataset with 1.9M reactions from patents (1976-2016). Predict the reactants needed to synthesize the given product. (1) The reactants are: C([O:3][C:4]([C:6]1[N:7]=[C:8]([C:11]2[CH:16]=[CH:15][CH:14]=[CH:13][C:12]=2[CH3:17])[S:9][CH:10]=1)=[O:5])C.[OH-].[Na+]. Given the product [C:12]1([CH3:17])[CH:13]=[CH:14][CH:15]=[CH:16][C:11]=1[C:8]1[S:9][CH:10]=[C:6]([C:4]([OH:5])=[O:3])[N:7]=1, predict the reactants needed to synthesize it. (2) The reactants are: [C:1]([CH2:3][C:4]1[CH:13]=[CH:12][C:7]([C:8]([O:10]C)=[O:9])=[CH:6][C:5]=1[O:14][CH2:15]C)#[N:2].O.[OH-].[Li+].Cl. Given the product [C:1]([CH2:3][C:4]1[CH:13]=[CH:12][C:7]([C:8]([OH:10])=[O:9])=[CH:6][C:5]=1[O:14][CH3:15])#[N:2], predict the reactants needed to synthesize it. (3) Given the product [CH2:15]([OH:16])[C@H:13]1[O:14][C@H:9]([O:8][C@H:6]2[O:7][C@H:2]([CH2:1][OH:23])[C@@H:3]([OH:22])[C@H:4]([OH:21])[C@H:5]2[OH:20])[C@H:10]([OH:19])[C@@H:11]([OH:18])[C@@H:12]1[OH:17].[P:24]([O-:28])([O-:27])([O-:26])=[O:25], predict the reactants needed to synthesize it. The reactants are: [CH2:1]([OH:23])[C@H:2]1[O:7][C@H:6]([O:8][C@H:9]2[O:14][C@H:13]([CH2:15][OH:16])[C@@H:12]([OH:17])[C@H:11]([OH:18])[C@H:10]2[OH:19])[C@H:5]([OH:20])[C@@H:4]([OH:21])[C@@H:3]1[OH:22].[P:24]([O-:28])([O-:27])([O-:26])=[O:25].[Na+].[Na+].[Na+]. (4) Given the product [CH2:22]([O:29][C:30]1[CH:35]=[CH:34][C:33]([O:1][CH2:2][CH2:3][C:4]2[CH:5]=[CH:6][C:7]([O:8][CH2:9][C:10]3[CH:19]=[CH:18][CH:17]=[CH:16][C:11]=3[C:12]([O:14][CH3:15])=[O:13])=[CH:20][CH:21]=2)=[CH:32][CH:31]=1)[C:23]1[CH:28]=[CH:27][CH:26]=[CH:25][CH:24]=1, predict the reactants needed to synthesize it. The reactants are: [OH:1][CH2:2][CH2:3][C:4]1[CH:21]=[CH:20][C:7]([O:8][CH2:9][C:10]2[CH:19]=[CH:18][CH:17]=[CH:16][C:11]=2[C:12]([O:14][CH3:15])=[O:13])=[CH:6][CH:5]=1.[CH2:22]([O:29][C:30]1[CH:35]=[CH:34][C:33](O)=[CH:32][CH:31]=1)[C:23]1[CH:28]=[CH:27][CH:26]=[CH:25][CH:24]=1.C1(P(C2C=CC=CC=2)C2C=CC=CC=2)C=CC=CC=1. (5) Given the product [CH3:26][NH:25][C:12]1[N:11]=[C:10]([C:8]2[CH:9]=[C:2]3[C:3]([C:4]([NH2:5])=[N:28][NH:29]3)=[CH:6][CH:7]=2)[CH:15]=[C:14]([N:16]2[CH2:20][CH2:19][CH2:18][C@H:17]2[C:21]([F:24])([F:22])[F:23])[N:13]=1, predict the reactants needed to synthesize it. The reactants are: F[C:2]1[CH:9]=[C:8]([C:10]2[CH:15]=[C:14]([N:16]3[CH2:20][CH2:19][CH2:18][C@H:17]3[C:21]([F:24])([F:23])[F:22])[N:13]=[C:12]([NH:25][CH3:26])[N:11]=2)[CH:7]=[CH:6][C:3]=1[C:4]#[N:5].O.[NH2:28][NH2:29]. (6) Given the product [C:20]([O:19][C:17]([N:9]([CH2:10][C:11]([O:13][CH3:14])=[O:12])[C:7](=[O:8])[C:6]1[CH:5]=[CH:4][C:3]([O:2][CH3:1])=[CH:16][CH:15]=1)=[O:18])([CH3:23])([CH3:22])[CH3:21], predict the reactants needed to synthesize it. The reactants are: [CH3:1][O:2][C:3]1[CH:16]=[CH:15][C:6]([C:7]([NH:9][CH2:10][C:11]([O:13][CH3:14])=[O:12])=[O:8])=[CH:5][CH:4]=1.[C:17](O[C:17]([O:19][C:20]([CH3:23])([CH3:22])[CH3:21])=[O:18])([O:19][C:20]([CH3:23])([CH3:22])[CH3:21])=[O:18]. (7) Given the product [F:13][C@@H:11]1[CH2:12][N:8]([C:6]([O:5][C:1]([CH3:2])([CH3:3])[CH3:4])=[O:7])[C@H:9]([CH2:14][OH:15])[CH2:10]1, predict the reactants needed to synthesize it. The reactants are: [C:1]([O:5][C:6]([N:8]1[CH2:12][C@@H:11]([F:13])[CH2:10][C@H:9]1[C:14](O)=[O:15])=[O:7])([CH3:4])([CH3:3])[CH3:2].